Dataset: Forward reaction prediction with 1.9M reactions from USPTO patents (1976-2016). Task: Predict the product of the given reaction. Given the reactants [Cl:1][C:2]1[CH:16]=[CH:15][C:5]([NH:6][C@H:7]2[CH2:10][C@@H:9]([S:11]([CH3:14])(=[O:13])=[O:12])[CH2:8]2)=[C:4]([N+:17]([O-])=O)[CH:3]=1, predict the reaction product. The product is: [Cl:1][C:2]1[CH:3]=[C:4]([NH2:17])[C:5]([NH:6][C@H:7]2[CH2:8][C@@H:9]([S:11]([CH3:14])(=[O:12])=[O:13])[CH2:10]2)=[CH:15][CH:16]=1.